Dataset: Reaction yield outcomes from USPTO patents with 853,638 reactions. Task: Predict the reaction yield, written as a fraction of the theoretical maximum amount of product (1.0 means a 100% yield; for example, 0.34 means a 34% yield). (1) The reactants are [F:1][C:2]1[CH:7]=[C:6]([F:8])[CH:5]=[CH:4][C:3]=1[C:9]([OH:38])([CH2:32][N:33]1[CH:37]=[N:36][CH:35]=[N:34]1)[CH2:10][N:11]1[CH:15]=[N:14][C:13](/[CH:16]=[CH:17]/[C:18]2[CH:23]=[CH:22][C:21]([O:24][CH2:25][C:26]([F:31])([F:30])[CH:27]([F:29])[F:28])=[CH:20][CH:19]=2)=[N:12]1.N1C=NN=N1.C(N(C(C)C)[P:48]([O:57][CH2:58][C:59]1[CH:64]=[CH:63][CH:62]=[CH:61][CH:60]=1)[O:49][CH2:50][C:51]1[CH:56]=[CH:55][CH:54]=[CH:53][CH:52]=1)(C)C.[OH:68]O. The catalyst is C(Cl)Cl. The product is [P:48]([O:38][C:9]([C:3]1[CH:4]=[CH:5][C:6]([F:8])=[CH:7][C:2]=1[F:1])([CH2:32][N:33]1[CH:37]=[N:36][CH:35]=[N:34]1)[CH2:10][N:11]1[CH:15]=[N:14][C:13](/[CH:16]=[CH:17]/[C:18]2[CH:19]=[CH:20][C:21]([O:24][CH2:25][C:26]([F:31])([F:30])[CH:27]([F:28])[F:29])=[CH:22][CH:23]=2)=[N:12]1)([O:49][CH2:50][C:51]1[CH:52]=[CH:53][CH:54]=[CH:55][CH:56]=1)([O:57][CH2:58][C:59]1[CH:60]=[CH:61][CH:62]=[CH:63][CH:64]=1)=[O:68]. The yield is 0.840. (2) The reactants are [NH2:1][C:2]1[C:7]([F:8])=[CH:6][N:5]=[C:4]([OH:9])[N:3]=1.CC#N.[CH3:13][N:14]([C:18]1[CH:23]=[CH:22][CH:21]=[CH:20][CH:19]=1)[C:15](Cl)=[S:16]. The catalyst is C(Cl)Cl. The product is [NH2:1][C:2]1[C:7]([F:8])=[CH:6][N:5]([C:15](=[S:16])[N:14]([CH3:13])[C:18]2[CH:23]=[CH:22][CH:21]=[CH:20][CH:19]=2)[C:4](=[O:9])[N:3]=1. The yield is 0.370. (3) The yield is 0.370. The reactants are Br[C:2]1[CH:7]=[C:6]([C:8]([C:10]2[C:14]3[CH:15]=[N:16][CH:17]=[CH:18][C:13]=3[N:12]([CH:19]([CH3:21])[CH3:20])[N:11]=2)=[O:9])[CH:5]=[CH:4][N:3]=1.[NH3:22]. The catalyst is S([O-])([O-])(=O)=O.[Cu+2].O1CCOCC1. The product is [NH2:22][C:2]1[CH:7]=[C:6]([C:8]([C:10]2[C:14]3[CH:15]=[N:16][CH:17]=[CH:18][C:13]=3[N:12]([CH:19]([CH3:21])[CH3:20])[N:11]=2)=[O:9])[CH:5]=[CH:4][N:3]=1. (4) The reactants are [S:1]([N:11]1[C:19]2[CH:18]=[CH:17][CH:16]=[C:15]([CH:20]=O)[C:14]=2[CH:13]=[CH:12]1)([C:4]1[CH:10]=[CH:9][C:7]([CH3:8])=[CH:6][CH:5]=1)(=[O:3])=[O:2].Cl.[NH2:23][OH:24].N1C=CC=CC=1. The catalyst is CCO. The product is [S:1]([N:11]1[C:19]2[CH:18]=[CH:17][CH:16]=[C:15]([CH:20]=[N:23][OH:24])[C:14]=2[CH:13]=[CH:12]1)([C:4]1[CH:10]=[CH:9][C:7]([CH3:8])=[CH:6][CH:5]=1)(=[O:3])=[O:2]. The yield is 0.850. (5) The reactants are [Cl:1][C:2]1[N:11]=[CH:10][C:9]2[NH:8][CH2:7][C@@H:6]3[CH2:12][O:13][CH2:14][CH2:15][N:5]3[C:4]=2[N:3]=1.CC(C)([O-])C.[Na+].[Br:22][C:23]1[CH:32]=[CH:31][C:26]([C:27]([O:29][CH3:30])=[O:28])=[C:25]([CH2:33]Br)[CH:24]=1. The catalyst is CS(C)=O. The product is [Br:22][C:23]1[CH:32]=[CH:31][C:26]([C:27]([O:29][CH3:30])=[O:28])=[C:25]([CH2:33][N:8]2[CH2:7][C@@H:6]3[CH2:12][O:13][CH2:14][CH2:15][N:5]3[C:4]3[N:3]=[C:2]([Cl:1])[N:11]=[CH:10][C:9]2=3)[CH:24]=1. The yield is 0.410.